From a dataset of Full USPTO retrosynthesis dataset with 1.9M reactions from patents (1976-2016). Predict the reactants needed to synthesize the given product. (1) Given the product [Br:1][C:2]1[CH:3]=[C:4]([CH:9]=[C:10]([O:12][C:13]2[CH:18]=[N:17][C:16]([NH:19][CH2:20][CH:21]3[CH2:23][CH2:22]3)=[CH:15][N:14]=2)[CH:11]=1)[C:5]([OH:7])=[O:6], predict the reactants needed to synthesize it. The reactants are: [Br:1][C:2]1[CH:3]=[C:4]([CH:9]=[C:10]([O:12][C:13]2[CH:18]=[N:17][C:16]([N:19](C(OC(C)(C)C)=O)[CH2:20][CH:21]3[CH2:23][CH2:22]3)=[CH:15][N:14]=2)[CH:11]=1)[C:5]([O:7]C)=[O:6].FC(F)(F)C(O)=O. (2) Given the product [C:27]1([N:26]([CH2:25][CH2:24][C:22]([O:21][CH3:20])=[O:23])[C:10]([C:8]2[S:9][C:5]3[N:4]=[C:3]([CH2:13][O:14][CH3:15])[N:2]([CH3:1])[C:6]=3[CH:7]=2)=[O:12])[CH:32]=[CH:31][CH:30]=[CH:29][CH:28]=1, predict the reactants needed to synthesize it. The reactants are: [CH3:1][N:2]1[C:6]2[CH:7]=[C:8]([C:10]([OH:12])=O)[S:9][C:5]=2[N:4]=[C:3]1[CH2:13][O:14][CH3:15].S(Cl)(Cl)=O.[CH3:20][O:21][C:22]([CH2:24][CH2:25][NH:26][C:27]1[CH:32]=[CH:31][CH:30]=[CH:29][CH:28]=1)=[O:23].C(N(CC)CC)C. (3) Given the product [Cl:1][C:12]1[C:11]([OH:18])=[C:10]([OH:20])[CH:9]=[C:8]2[C:13]=1[C:14](=[O:15])[C:5]([C:2]([OH:4])=[O:3])=[CH:6][N:7]2[CH2:21][CH3:22], predict the reactants needed to synthesize it. The reactants are: [Cl-:1].[C:2]([C:5]1[C:14](=[O:15])[C:13]2[C:12]([N+]#N)=[C:11]3[O:18]C[O:20][C:10]3=[CH:9][C:8]=2[N:7]([CH2:21][CH3:22])[CH:6]=1)([OH:4])=[O:3].O. (4) The reactants are: [NH2:1][C:2]1[CH:12]=[CH:11][C:5]([C:6]([O:8][CH2:9][CH3:10])=[O:7])=[CH:4][CH:3]=1.C([O-])([O-])=O.[K+].[K+].Br[C:20]1[CH:21]=[C:22]([CH:24]=[CH:25][CH:26]=1)[NH2:23]. Given the product [NH2:23][C:22]1[CH:21]=[C:20]([NH:1][C:2]2[CH:3]=[CH:4][C:5]([C:6]([O:8][CH2:9][CH3:10])=[O:7])=[CH:11][CH:12]=2)[CH:26]=[CH:25][CH:24]=1, predict the reactants needed to synthesize it.